This data is from Catalyst prediction with 721,799 reactions and 888 catalyst types from USPTO. The task is: Predict which catalyst facilitates the given reaction. Reactant: [CH2:1]1[N:6]([C:7]([C:13]2[CH:18]=[CH:17][CH:16]=[C:15]([CH3:19])[N:14]=2)([CH3:12])[C:8]([O:10]C)=[O:9])[CH2:5][CH2:4][N:3]2[CH2:20][CH2:21][CH2:22][C@H:2]12.[OH-].[K+:24].O. Product: [CH2:1]1[N:6]([C:7]([C:13]2[CH:18]=[CH:17][CH:16]=[C:15]([CH3:19])[N:14]=2)([CH3:12])[C:8]([O-:10])=[O:9])[CH2:5][CH2:4][N:3]2[CH2:20][CH2:21][CH2:22][C@H:2]12.[K+:24]. The catalyst class is: 5.